Dataset: Reaction yield outcomes from USPTO patents with 853,638 reactions. Task: Predict the reaction yield, written as a fraction of the theoretical maximum amount of product (1.0 means a 100% yield; for example, 0.34 means a 34% yield). (1) The catalyst is CO.[Pd]. The reactants are C([O:8][N:9]1[C:15](=[O:16])[N:14]2[CH2:17][C@H:10]1[CH2:11][CH2:12][C@H:13]2[C:18]([NH:20][O:21][C@H:22]1[CH2:27][CH2:26][CH2:25][N:24]([C:28]([O:30][C:31]([CH3:34])([CH3:33])[CH3:32])=[O:29])[CH2:23]1)=[O:19])C1C=CC=CC=1.[H][H]. The yield is 0.970. The product is [OH:8][N:9]1[C:15](=[O:16])[N:14]2[CH2:17][C@H:10]1[CH2:11][CH2:12][C@H:13]2[C:18]([NH:20][O:21][C@H:22]1[CH2:27][CH2:26][CH2:25][N:24]([C:28]([O:30][C:31]([CH3:34])([CH3:33])[CH3:32])=[O:29])[CH2:23]1)=[O:19]. (2) The reactants are [OH:1][C:2]1[CH:6]=[C:5]([C:7]2[CH:12]=[CH:11][C:10]([C:13]3[CH:18]=[CH:17][CH:16]=[C:15]([S:19]([CH3:22])(=[O:21])=[O:20])[CH:14]=3)=[CH:9][CH:8]=2)[N:4]([CH2:23][C:24]([O:26][CH2:27][CH3:28])=[O:25])[N:3]=1.N1C=CC=CC=1.[F:35][C:36]([F:49])([F:48])[S:37](O[S:37]([C:36]([F:49])([F:48])[F:35])(=[O:39])=[O:38])(=[O:39])=[O:38]. The catalyst is C(Cl)Cl.O. The product is [CH3:22][S:19]([C:15]1[CH:14]=[C:13]([C:10]2[CH:9]=[CH:8][C:7]([C:5]3[N:4]([CH2:23][C:24]([O:26][CH2:27][CH3:28])=[O:25])[N:3]=[C:2]([O:1][S:37]([C:36]([F:49])([F:48])[F:35])(=[O:39])=[O:38])[CH:6]=3)=[CH:12][CH:11]=2)[CH:18]=[CH:17][CH:16]=1)(=[O:21])=[O:20]. The yield is 0.501. (3) The reactants are [CH3:1][N:2]([CH3:6])[CH2:3][CH2:4][OH:5].[H-].[Na+].F[C:10]1[CH:15]=[CH:14][C:13]([N+:16]([O-])=O)=[CH:12][C:11]=1[C:19]([F:22])([F:21])[F:20].[Cl-].[NH4+]. The catalyst is CN(C)C=O. The product is [CH3:1][N:2]([CH3:6])[CH2:3][CH2:4][O:5][C:10]1[CH:15]=[CH:14][C:13]([NH2:16])=[CH:12][C:11]=1[C:19]([F:20])([F:21])[F:22]. The yield is 0.970. (4) The reactants are [NH2:1][C:2]1[S:3][CH:4]=[C:5]([CH2:7][C:8]([OH:10])=[O:9])[N:6]=1.OS(O)(=O)=O.[C:16]([O-])(O)=O.[Na+]. The catalyst is CO. The product is [CH3:16][O:9][C:8](=[O:10])[CH2:7][C:5]1[N:6]=[C:2]([NH2:1])[S:3][CH:4]=1. The yield is 0.930. (5) The reactants are [CH3:1][C:2](O)([CH3:28])[CH2:3][N:4]1[CH2:9][CH2:8][CH:7]([CH2:10][O:11][C:12]2[CH:17]=[CH:16][C:15]([C:18]3[CH:23]=[CH:22][C:21]([S:24]([CH3:27])(=[O:26])=[O:25])=[CH:20][CH:19]=3)=[CH:14][N:13]=2)[CH2:6][CH2:5]1.COCCN(S(F)(F)[F:40])CCOC. The product is [F:40][C:2]([CH3:28])([CH3:1])[CH2:3][N:4]1[CH2:9][CH2:8][CH:7]([CH2:10][O:11][C:12]2[CH:17]=[CH:16][C:15]([C:18]3[CH:23]=[CH:22][C:21]([S:24]([CH3:27])(=[O:26])=[O:25])=[CH:20][CH:19]=3)=[CH:14][N:13]=2)[CH2:6][CH2:5]1. The catalyst is C(Cl)Cl. The yield is 0.660. (6) The product is [Cl:1][C:2]1[N:7]=[C:6]([C:8]([O:10][C:23]([CH3:26])([CH3:24])[CH3:22])=[O:9])[CH:5]=[CH:4][CH:3]=1. The reactants are [Cl:1][C:2]1[N:7]=[C:6]([C:8]([OH:10])=[O:9])[CH:5]=[CH:4][CH:3]=1.C(Cl)(=O)C(Cl)=O.CN(C=O)C.[CH3:22][C:23]([CH3:26])([O-])[CH3:24].[K+]. The yield is 0.460. The catalyst is C(Cl)Cl. (7) The reactants are [CH2:1]([C:5]1[N:6]=[C:7]([CH3:27])[NH:8][C:9](=[O:26])[C:10]=1[CH2:11][C:12]1[CH:17]=[CH:16][C:15]([C:18]2[C:19]([C:24]#[N:25])=[CH:20][CH:21]=[CH:22][CH:23]=2)=[CH:14][CH:13]=1)[CH2:2][CH2:3][CH3:4].N(C(N1CCCCC1)=O)=NC(N1CCCCC1)=O.C(P(CCCC)CCCC)CCC.[S:59]1[CH:63]=[CH:62][N:61]=[C:60]1[CH2:64]O. The catalyst is O1CCCC1. The product is [CH2:1]([C:5]1[N:6]=[C:7]([CH3:27])[N:8]([CH2:64][C:60]2[S:59][CH:63]=[CH:62][N:61]=2)[C:9](=[O:26])[C:10]=1[CH2:11][C:12]1[CH:17]=[CH:16][C:15]([C:18]2[C:19]([C:24]#[N:25])=[CH:20][CH:21]=[CH:22][CH:23]=2)=[CH:14][CH:13]=1)[CH2:2][CH2:3][CH3:4]. The yield is 0.750. (8) The reactants are [CH3:1][O:2][C:3]1[CH:40]=[C:39]([O:41][CH3:42])[CH:38]=[CH:37][C:4]=1[CH2:5][NH:6][C:7]1[C:8]2[CH:15]=[CH:14][N:13]([C@H:16]3[C@@H:20]4[O:21][C:22]([CH3:25])([CH3:24])[O:23][C@@H:19]4[C@@H:18]([CH2:26][N:27]([CH3:36])[CH:28]4[CH2:31][CH:30]([CH2:32][C:33]([OH:35])=O)[CH2:29]4)[O:17]3)[C:9]=2[N:10]=[CH:11][N:12]=1.[C:43]([C:47]1[CH:48]=[C:49]([NH2:54])[C:50]([NH2:53])=[CH:51][CH:52]=1)([CH3:46])([CH3:45])[CH3:44].C(N(CC)C(C)C)(C)C.F[P-](F)(F)(F)(F)F.C[N+](C)=C(N(C)C)ON1C2N=CC=CC=2N=N1. The catalyst is CN(C)C=O. The product is [NH2:54][C:49]1[CH:48]=[C:47]([C:43]([CH3:45])([CH3:44])[CH3:46])[CH:52]=[CH:51][C:50]=1[NH:53][C:33](=[O:35])[CH2:32][CH:30]1[CH2:29][CH:28]([N:27]([CH2:26][C@@H:18]2[C@@H:19]3[C@@H:20]([O:21][C:22]([CH3:25])([CH3:24])[O:23]3)[C@H:16]([N:13]3[C:9]4[N:10]=[CH:11][N:12]=[C:7]([NH:6][CH2:5][C:4]5[CH:37]=[CH:38][C:39]([O:41][CH3:42])=[CH:40][C:3]=5[O:2][CH3:1])[C:8]=4[CH:15]=[CH:14]3)[O:17]2)[CH3:36])[CH2:31]1. The yield is 0.820.